From a dataset of Catalyst prediction with 721,799 reactions and 888 catalyst types from USPTO. Predict which catalyst facilitates the given reaction. (1) Reactant: N[C:2]1[S:3][C:4]2[CH:10]=[CH:9][C:8]([C:11]([OH:16])([CH2:14][CH3:15])[CH2:12][CH3:13])=[CH:7][C:5]=2[N:6]=1.N(OCCC(C)C)=O. Product: [S:3]1[C:4]2[CH:10]=[CH:9][C:8]([C:11]([OH:16])([CH2:14][CH3:15])[CH2:12][CH3:13])=[CH:7][C:5]=2[N:6]=[CH:2]1. The catalyst class is: 3. (2) Reactant: [OH-].[Na+].[Cl:3][CH2:4][CH2:5][CH2:6][O:7][C:8]1[CH:13]=[CH:12][C:11]([C:14]2[O:15][CH:16]=[C:17]([C:19]([O:21]CC)=[O:20])[N:18]=2)=[CH:10][CH:9]=1. Product: [Cl:3][CH2:4][CH2:5][CH2:6][O:7][C:8]1[CH:13]=[CH:12][C:11]([C:14]2[O:15][CH:16]=[C:17]([C:19]([OH:21])=[O:20])[N:18]=2)=[CH:10][CH:9]=1. The catalyst class is: 8. (3) Reactant: CCN(C(C)C)C(C)C.[N:10]1[CH:15]=[CH:14][CH:13]=[CH:12][C:11]=1[N:16]1[CH:20]=[C:19]([C:21]([OH:23])=O)[N:18]=[N:17]1.C1C=CC2N(O)N=NC=2C=1.CCN=C=NCCCN(C)C.Cl.[NH2:46][CH2:47][C:48]([N:50]1[CH2:55][CH2:54][N:53]([C:56](=[O:66])[C:57]2[CH:62]=[C:61]([F:63])[C:60]([F:64])=[C:59]([F:65])[CH:58]=2)[CH2:52][CH2:51]1)=[O:49].FC1C=C(C=C(F)C=1F)C(O)=O. Product: [O:49]=[C:48]([N:50]1[CH2:55][CH2:54][N:53]([C:56](=[O:66])[C:57]2[CH:58]=[C:59]([F:65])[C:60]([F:64])=[C:61]([F:63])[CH:62]=2)[CH2:52][CH2:51]1)[CH2:47][NH:46][C:21]([C:19]1[N:18]=[N:17][N:16]([C:11]2[CH:12]=[CH:13][CH:14]=[CH:15][N:10]=2)[CH:20]=1)=[O:23]. The catalyst class is: 18. (4) Reactant: [Cl:1][C:2]1[CH:7]=[CH:6][C:5]([C:8]2[CH:12]=[CH:11][NH:10][N:9]=2)=[CH:4][C:3]=1[CH2:13][NH:14][C:15](=[O:18])[O:16][CH3:17].CN[C@@H]1CCCC[C@H]1NC.C(=O)([O-])[O-].[K+].[K+].[Cl:35][C:36]1[CH:41]=[CH:40][C:39](I)=[CH:38][CH:37]=1. Product: [Cl:1][C:2]1[CH:7]=[CH:6][C:5]([C:8]2[CH:12]=[CH:11][N:10]([C:39]3[CH:40]=[CH:41][C:36]([Cl:35])=[CH:37][CH:38]=3)[N:9]=2)=[CH:4][C:3]=1[CH2:13][NH:14][C:15](=[O:18])[O:16][CH3:17]. The catalyst class is: 185. (5) Reactant: C([O-])([O-])=O.[K+].[K+].[CH2:7]([C:9]1[CH:10]=[C:11]([CH:14]=[C:15]([CH3:18])[C:16]=1[OH:17])[CH:12]=[O:13])[CH3:8].[CH2:19](Br)[C:20]1[CH:25]=[CH:24][CH:23]=[CH:22][CH:21]=1. Product: [CH2:19]([O:17][C:16]1[C:15]([CH3:18])=[CH:14][C:11]([CH:12]=[O:13])=[CH:10][C:9]=1[CH2:7][CH3:8])[C:20]1[CH:25]=[CH:24][CH:23]=[CH:22][CH:21]=1. The catalyst class is: 21. (6) Reactant: [NH2:1][C:2]1([C:15]#[N:16])[CH2:7][CH2:6][N:5]([CH2:8][C:9]2[CH:14]=[CH:13][CH:12]=[CH:11][CH:10]=2)[CH2:4][CH2:3]1.[F:17][C:18]([F:30])([F:29])[O:19][C:20]1[CH:25]=[CH:24][C:23]([N:26]=[C:27]=[O:28])=[CH:22][CH:21]=1. Product: [CH2:8]([N:5]1[CH2:6][CH2:7][C:2]([NH:1][C:27]([NH:26][C:23]2[CH:24]=[CH:25][C:20]([O:19][C:18]([F:17])([F:29])[F:30])=[CH:21][CH:22]=2)=[O:28])([C:15]#[N:16])[CH2:3][CH2:4]1)[C:9]1[CH:14]=[CH:13][CH:12]=[CH:11][CH:10]=1. The catalyst class is: 48. (7) Reactant: [NH2:1][C:2]1[C:23]([C:24]2[CH:29]=[CH:28][CH:27]=[CH:26][N:25]=2)=[C:5]2[NH:6][C:7]([C:11]3[CH:12]=[C:13]4[C:17](=[CH:18][CH:19]=3)[N:16](COC)[N:15]=[CH:14]4)=[CH:8][C:9](=[O:10])[N:4]2[N:3]=1.Cl. Product: [NH2:1][C:2]1[C:23]([C:24]2[CH:29]=[CH:28][CH:27]=[CH:26][N:25]=2)=[C:5]2[NH:6][C:7]([C:11]3[CH:12]=[C:13]4[C:17](=[CH:18][CH:19]=3)[NH:16][N:15]=[CH:14]4)=[CH:8][C:9](=[O:10])[N:4]2[N:3]=1. The catalyst class is: 5. (8) Reactant: [C:1]([O:5][C:6]([N:8]1[CH2:13][CH:12]=[C:11]([C:14]2[CH:15]=[CH:16][CH:17]=[C:18]3[C:22]=2[NH:21][CH:20]=[CH:19]3)[CH2:10][CH2:9]1)=[O:7])([CH3:4])([CH3:3])[CH3:2]. Product: [C:1]([O:5][C:6]([N:8]1[CH2:13][CH2:12][CH:11]([C:14]2[CH:15]=[CH:16][CH:17]=[C:18]3[C:22]=2[NH:21][CH:20]=[CH:19]3)[CH2:10][CH2:9]1)=[O:7])([CH3:4])([CH3:2])[CH3:3]. The catalyst class is: 29. (9) Reactant: [Cl:1][C:2]1[CH:3]=[C:4]([CH2:8][C:9]([OH:11])=[O:10])[CH:5]=[CH:6][CH:7]=1.[Br:12]N1C(=O)CCC1=O.C1C(=O)N(Br)C(=O)C1.C(OOC(=O)C1C=CC=CC=1)(=O)C1C=CC=CC=1. Product: [Br:12][CH:8]([C:4]1[CH:5]=[CH:6][CH:7]=[C:2]([Cl:1])[CH:3]=1)[C:9]([OH:11])=[O:10]. The catalyst class is: 53. (10) Reactant: [Br:1][C:2]1[CH:3]=[C:4]2[C:9](=[CH:10][CH:11]=1)[CH2:8][CH:7]([OH:12])[CH2:6][CH2:5]2.[OH-].[K+].I[CH3:16]. Product: [CH3:16][O:12][CH:7]1[CH2:6][CH2:5][C:4]2[C:9](=[CH:10][CH:11]=[C:2]([Br:1])[CH:3]=2)[CH2:8]1. The catalyst class is: 550.